This data is from Forward reaction prediction with 1.9M reactions from USPTO patents (1976-2016). The task is: Predict the product of the given reaction. Given the reactants [CH2:1]([O:3][C:4](=[O:25])[C:5]1[CH:10]=[CH:9][C:8]([NH:11][C:12](=[O:24])[CH2:13][CH2:14][N:15]2[C:19]([NH2:20])=[C:18]([C:21](=[O:23])[NH2:22])[N:17]=[CH:16]2)=[CH:7][CH:6]=1)[CH3:2].[C:26](N1C=CN=C1)(N1C=CN=C1)=[O:27].Cl, predict the reaction product. The product is: [CH2:1]([O:3][C:4](=[O:25])[C:5]1[CH:10]=[CH:9][C:8]([NH:11][C:12](=[O:24])[CH2:13][CH2:14][N:15]2[CH:16]=[N:17][C:18]3[C:21](=[O:23])[NH:22][C:26](=[O:27])[NH:20][C:19]2=3)=[CH:7][CH:6]=1)[CH3:2].